Dataset: Forward reaction prediction with 1.9M reactions from USPTO patents (1976-2016). Task: Predict the product of the given reaction. (1) Given the reactants [CH:1]1([CH2:4][O:5][C:6]2[C:14]3[O:13][N:12]=[C:11]([CH2:15][CH2:16][CH:17]4[CH2:22][CH2:21][N:20]([C:23]([O:25][C:26]([CH3:29])([CH3:28])[CH3:27])=[O:24])[CH2:19][CH2:18]4)[C:10]=3[CH:9]=[CH:8][C:7]=2/[CH:30]=C/C)[CH2:3][CH2:2]1.C1(C[O:37]C2C3ON=C(CCC4CCN(C(OC(C)(C)C)=O)CC4)C=3C=CC=2/C=C\C)CC1.I([O-])(=O)(=O)=O.[Na+], predict the reaction product. The product is: [CH:1]1([CH2:4][O:5][C:6]2[C:14]3[O:13][N:12]=[C:11]([CH2:15][CH2:16][CH:17]4[CH2:22][CH2:21][N:20]([C:23]([O:25][C:26]([CH3:28])([CH3:27])[CH3:29])=[O:24])[CH2:19][CH2:18]4)[C:10]=3[CH:9]=[CH:8][C:7]=2[CH:30]=[O:37])[CH2:2][CH2:3]1. (2) Given the reactants [Cl:1][C:2]1[CH:20]=[CH:19][C:5]([O:6][C:7]2[CH:12]=[CH:11][C:10]([C:13](=[O:15])[CH3:14])=[C:9]([CH2:16][CH2:17][CH3:18])[CH:8]=2)=[CH:4][CH:3]=1.[Br:21]Br, predict the reaction product. The product is: [Br:21][CH2:14][C:13]([C:10]1[CH:11]=[CH:12][C:7]([O:6][C:5]2[CH:19]=[CH:20][C:2]([Cl:1])=[CH:3][CH:4]=2)=[CH:8][C:9]=1[CH2:16][CH2:17][CH3:18])=[O:15]. (3) Given the reactants [CH3:1][O:2][CH2:3][C@@H:4]([NH:6][C:7]([C:9]1[C:17]2[C:12](=[N:13][CH:14]=[C:15]([C:18]3[C:26]4[C:21](=[CH:22][C:23]([F:27])=[CH:24][CH:25]=4)[NH:20][N:19]=3)[N:16]=2)[N:11]([CH2:28][O:29][CH2:30][CH2:31][Si:32]([CH3:35])([CH3:34])[CH3:33])[CH:10]=1)=[O:8])[CH3:5].[H-].[Na+].Cl.Cl[CH2:40][C:41]1[CH:42]=[CH:43][C:44]([N:47]2[CH2:52][CH2:51][O:50][CH2:49][CH2:48]2)=[N:45][CH:46]=1, predict the reaction product. The product is: [CH3:1][O:2][CH2:3][C@@H:4]([NH:6][C:7]([C:9]1[C:17]2[C:12](=[N:13][CH:14]=[C:15]([C:18]3[C:26]4[C:21](=[CH:22][C:23]([F:27])=[CH:24][CH:25]=4)[N:20]([CH2:40][C:41]4[CH:46]=[N:45][C:44]([N:47]5[CH2:52][CH2:51][O:50][CH2:49][CH2:48]5)=[CH:43][CH:42]=4)[N:19]=3)[N:16]=2)[N:11]([CH2:28][O:29][CH2:30][CH2:31][Si:32]([CH3:33])([CH3:35])[CH3:34])[CH:10]=1)=[O:8])[CH3:5]. (4) Given the reactants [C:1]([O:9][C@H:10]1[C@@H:15]([O:16][C:17](=[O:24])[C:18]2[CH:23]=[CH:22][CH:21]=[CH:20][CH:19]=2)[C@H:14]([O:25][C:26](=[O:33])[C:27]2[CH:32]=[CH:31][CH:30]=[CH:29][CH:28]=2)[C@@H:13]([CH2:34][O:35][C:36](=[O:43])[C:37]2[CH:42]=[CH:41][CH:40]=[CH:39][CH:38]=2)[O:12][C@@H:11]1[O:44][C@H:45]1[C@@H:51]([O:52][C:53](=[O:60])[C:54]2[CH:59]=[CH:58][CH:57]=[CH:56][CH:55]=2)[C@H:50]([O:61][C:62](=[O:69])[C:63]2[CH:68]=[CH:67][CH:66]=[CH:65][CH:64]=2)[C@@H:49]([CH2:70][O:71][C:72](=[O:79])[C:73]2[CH:78]=[CH:77][CH:76]=[CH:75][CH:74]=2)[O:48][CH:46]1[OH:47])(=[O:8])[C:2]1[CH:7]=[CH:6][CH:5]=[CH:4][CH:3]=1.[Cl:80][C:81]([Cl:85])([Cl:84])[C:82]#[N:83].CCCCCC.CCOC(C)=O, predict the reaction product. The product is: [Cl:80][C:81]([Cl:85])([Cl:84])[C:82](=[NH:83])[O:47][CH:46]1[O:48][C@H:49]([CH2:70][O:71][C:72](=[O:79])[C:73]2[CH:74]=[CH:75][CH:76]=[CH:77][CH:78]=2)[C@@H:50]([O:61][C:62](=[O:69])[C:63]2[CH:64]=[CH:65][CH:66]=[CH:67][CH:68]=2)[C@H:51]([O:52][C:53](=[O:60])[C:54]2[CH:55]=[CH:56][CH:57]=[CH:58][CH:59]=2)[C@@H:45]1[O:44][C@H:11]1[O:12][C@H:13]([CH2:34][O:35][C:36](=[O:43])[C:37]2[CH:42]=[CH:41][CH:40]=[CH:39][CH:38]=2)[C@@H:14]([O:25][C:26](=[O:33])[C:27]2[CH:28]=[CH:29][CH:30]=[CH:31][CH:32]=2)[C@H:15]([O:16][C:17](=[O:24])[C:18]2[CH:23]=[CH:22][CH:21]=[CH:20][CH:19]=2)[C@@H:10]1[O:9][C:1](=[O:8])[C:2]1[CH:3]=[CH:4][CH:5]=[CH:6][CH:7]=1. (5) The product is: [Cl:22][C:19]1[CH:20]=[CH:21][C:16]([N:13]2[CH:4]=[C:3]([C@@H:2]([NH:5][C:6](=[O:12])[O:7][C:8]([CH3:11])([CH3:10])[CH3:9])[CH3:1])[N:15]=[N:14]2)=[CH:17][CH:18]=1. Given the reactants [CH3:1][C@H:2]([NH:5][C:6](=[O:12])[O:7][C:8]([CH3:11])([CH3:10])[CH3:9])[C:3]#[CH:4].[N:13]([C:16]1[CH:21]=[CH:20][C:19]([Cl:22])=[CH:18][CH:17]=1)=[N+:14]=[N-:15].C(N(C(C)C)C(C)C)C, predict the reaction product. (6) Given the reactants [Cl:1][C:2]1[CH:3]=[CH:4][C:5]([O:19][CH2:20][CH:21]([CH3:23])[CH3:22])=[C:6]([CH2:8][C:9]2[O:13][C:12]([C:14](OCC)=[O:15])=[CH:11][CH:10]=2)[CH:7]=1.[H-].[Al+3].[Li+].[H-].[H-].[H-].C(OCC)C.O, predict the reaction product. The product is: [Cl:1][C:2]1[CH:3]=[CH:4][C:5]([O:19][CH2:20][CH:21]([CH3:23])[CH3:22])=[C:6]([CH2:8][C:9]2[O:13][C:12]([CH2:14][OH:15])=[CH:11][CH:10]=2)[CH:7]=1.